This data is from Forward reaction prediction with 1.9M reactions from USPTO patents (1976-2016). The task is: Predict the product of the given reaction. (1) Given the reactants [C:1]([C:4]1[N:5]=[C:6]([NH:9][C:10]([NH:12][CH2:13][C:14]2[CH:19]=[CH:18][C:17]([Cl:20])=[C:16]([Cl:21])[CH:15]=2)=[O:11])[S:7][CH:8]=1)(=O)[CH3:2].C(O[BH-](OC(=O)C)OC(=O)C)(=O)C.[Na+].[CH3:36][NH2:37], predict the reaction product. The product is: [Cl:21][C:16]1[CH:15]=[C:14]([CH:19]=[CH:18][C:17]=1[Cl:20])[CH2:13][NH:12][C:10]([NH:9][C:6]1[S:7][CH:8]=[C:4]([CH:1]([NH:37][CH3:36])[CH3:2])[N:5]=1)=[O:11]. (2) The product is: [ClH:7].[NH2:14][C@@H:15]([CH2:16][OH:17])[C:18]([NH:19][CH2:20][CH2:21][N:22]1[C:31]2[C:26](=[C:27]([F:36])[CH:28]=[CH:29][C:30]=2[O:32][CH2:33][CH2:34][CH3:35])[C:25](=[O:37])[C:24]([C:38]2[CH:39]=[CH:40][C:41]([O:44][CH3:45])=[CH:42][CH:43]=2)=[CH:23]1)=[O:46]. Given the reactants C(OC(=O)C)C.[ClH:7].C(OC(=O)[NH:14][C@H:15]([C:18](=[O:46])[NH:19][CH2:20][CH2:21][N:22]1[C:31]2[C:26](=[C:27]([F:36])[CH:28]=[CH:29][C:30]=2[O:32][CH2:33][CH2:34][CH3:35])[C:25](=[O:37])[C:24]([C:38]2[CH:43]=[CH:42][C:41]([O:44][CH3:45])=[CH:40][CH:39]=2)=[CH:23]1)[CH2:16][OH:17])(C)(C)C, predict the reaction product. (3) Given the reactants [C:1]([O:5][C:6](=[O:9])[CH2:7][OH:8])([CH3:4])([CH3:3])[CH3:2].[H-].[Na+].[Br:12][C:13]1[N:14]=[N:15][C:16](Br)=[CH:17][CH:18]=1, predict the reaction product. The product is: [C:1]([O:5][C:6](=[O:9])[CH2:7][O:8][C:16]1[N:15]=[N:14][C:13]([Br:12])=[CH:18][CH:17]=1)([CH3:4])([CH3:3])[CH3:2]. (4) Given the reactants [N+:1]([C:4]1[C:5]([NH:20][C:21]([C:23]2[O:27][N:26]=[C:25]([C:28]([CH3:31])([CH3:30])[CH3:29])[CH:24]=2)=O)=[N:6][C:7]([C:10]2[CH:15]=[CH:14][CH:13]=[CH:12][C:11]=2[C:16]([F:19])([F:18])[F:17])=[CH:8][CH:9]=1)([O-])=O, predict the reaction product. The product is: [C:28]([C:25]1[CH:24]=[C:23]([C:21]2[NH:1][C:4]3[C:5]([N:20]=2)=[N:6][C:7]([C:10]2[CH:15]=[CH:14][CH:13]=[CH:12][C:11]=2[C:16]([F:19])([F:18])[F:17])=[CH:8][CH:9]=3)[O:27][N:26]=1)([CH3:31])([CH3:30])[CH3:29]. (5) Given the reactants [CH3:1][O:2][C:3]1[CH:4]=[CH:5][C:6]([CH2:11][C@@H:12]2[C@@H:17]([CH2:18][C:19]3[CH:20]=[CH:21][C:22]([OH:27])=[C:23]([O:25][CH3:26])[CH:24]=3)[C:15](=[O:16])[O:14][CH2:13]2)=[CH:7][C:8]=1[O:9][CH3:10].[C:28]([OH:38])(=[O:37])[CH2:29][CH2:30][CH2:31][CH2:32][CH2:33][CH2:34][CH2:35][CH3:36].O, predict the reaction product. The product is: [CH3:1][O:2][C:3]1[CH:4]=[CH:5][C:6]([CH2:11][C@@H:12]2[C@@H:17]([CH2:18][C:19]3[CH:20]=[CH:21][C:22]([OH:27])=[C:23]([O:25][CH3:26])[CH:24]=3)[C:15](=[O:16])[O:14][CH2:13]2)=[CH:7][C:8]=1[O:9][CH3:10].[C:28]([O-:38])(=[O:37])[CH2:29][CH2:30][CH2:31][CH2:32][CH2:33][CH2:34][CH2:35][CH3:36]. (6) Given the reactants C([C@@:3]12[N:10]([CH3:11])[C@@H:7]([CH2:8][CH2:9]1)[CH2:6][CH:5]([CH2:12][C:13]([O:15][CH2:16][CH3:17])=[O:14])[CH2:4]2)#N, predict the reaction product. The product is: [C@@H:7]12[N:10]([CH3:11])[C@@H:3]([CH2:9][CH2:8]1)[CH2:4][CH:5]([CH2:12][C:13]([O:15][CH2:16][CH3:17])=[O:14])[CH2:6]2. (7) Given the reactants [NH:1]1[C:9]2[C:4](=[CH:5][C:6]([NH:10][C:11]3[CH:19]=[CH:18][CH:17]=[CH:16][C:12]=3[C:13]([OH:15])=O)=[CH:7][CH:8]=2)[CH:3]=[N:2]1.[CH2:20]([N:27]1[CH2:32][CH2:31][NH:30][CH2:29][CH2:28]1)[C:21]1[CH:26]=[CH:25][CH:24]=[CH:23][CH:22]=1.ON1C2C=CC=CC=2N=N1.Cl.C(N=C=NCCCN(C)C)C, predict the reaction product. The product is: [CH2:20]([N:27]1[CH2:32][CH2:31][N:30]([C:13]([C:12]2[CH:16]=[CH:17][CH:18]=[CH:19][C:11]=2[NH:10][C:6]2[CH:5]=[C:4]3[C:9](=[CH:8][CH:7]=2)[NH:1][N:2]=[CH:3]3)=[O:15])[CH2:29][CH2:28]1)[C:21]1[CH:22]=[CH:23][CH:24]=[CH:25][CH:26]=1. (8) Given the reactants [CH3:1][O:2][C:3](=[O:13])[CH:4]([C:6]1[CH:11]=[CH:10][C:9]([OH:12])=[CH:8][CH:7]=1)[CH3:5].Cl[C:15]1[N:20]=[C:19]([CH3:21])[C:18]([CH:22]=[O:23])=[CH:17][CH:16]=1.C([O-])([O-])=O.[K+].[K+], predict the reaction product. The product is: [CH3:1][O:2][C:3](=[O:13])[CH:4]([C:6]1[CH:11]=[CH:10][C:9]([O:12][C:15]2[CH:16]=[CH:17][C:18]([CH:22]=[O:23])=[C:19]([CH3:21])[N:20]=2)=[CH:8][CH:7]=1)[CH3:5].